From a dataset of Full USPTO retrosynthesis dataset with 1.9M reactions from patents (1976-2016). Predict the reactants needed to synthesize the given product. (1) Given the product [Si:5]([O:6][CH2:7][CH2:8][N:9]([C:39]#[N:38])[C:10]1[CH:15]=[CH:14][C:13]([NH:16][C:17](=[O:35])[C:18]2[CH:23]=[CH:22][C:21]([Cl:24])=[CH:20][C:19]=2[NH:25][C:26](=[O:34])[C:27]2[CH:28]=[CH:29][C:30]([Cl:33])=[CH:31][CH:32]=2)=[CH:12][CH:11]=1)([C:1]([CH3:4])([CH3:3])[CH3:2])([CH3:37])[CH3:36], predict the reactants needed to synthesize it. The reactants are: [C:1]([Si:5]([CH3:37])([CH3:36])[O:6][CH2:7][CH2:8][NH:9][C:10]1[CH:15]=[CH:14][C:13]([NH:16][C:17](=[O:35])[C:18]2[CH:23]=[CH:22][C:21]([Cl:24])=[CH:20][C:19]=2[NH:25][C:26](=[O:34])[C:27]2[CH:32]=[CH:31][C:30]([Cl:33])=[CH:29][CH:28]=2)=[CH:12][CH:11]=1)([CH3:4])([CH3:3])[CH3:2].[N:38]#[C:39]Br.C(=O)(O)[O-].[Na+]. (2) The reactants are: [CH3:1][C@@H:2]1[N:23]2[C:6]3[C:7]([C:19]([C:21]([C:24]([OH:26])=[O:25])=[CH:22]2)=[O:20])=[CH:8][C:9]([F:18])=[C:10]([N:11]2[CH2:16][CH2:15][N:14]([CH3:17])[CH2:13][CH2:12]2)[C:5]=3[O:4][CH2:3]1.[OH-:27].[Na+].[OH-].[K+]. Given the product [CH3:1][C@@H:2]1[N:23]2[C:6]3[C:7]([C:19]([C:21]([C:24]([OH:26])=[O:25])=[CH:22]2)=[O:20])=[CH:8][C:9]([F:18])=[C:10]([N:11]2[CH2:12][CH2:13][N:14]([CH3:17])[CH2:15][CH2:16]2)[C:5]=3[O:4][CH2:3]1.[CH3:1][C@@H:2]1[N:23]2[CH:22]=[C:21]([C:24]([OH:26])=[O:25])[C:19]([C:7]3=[CH:8][C:9]([F:18])=[C:10]([N:11]4[CH2:16][CH2:15][N:14]([CH3:17])[CH2:13][CH2:12]4)[C:5](=[C:6]23)[O:4][CH2:3]1)=[O:20].[CH3:1][C@@H:2]1[N:23]2[CH:22]=[C:21]([C:24]([OH:26])=[O:25])[C:19]([C:7]3=[CH:8][C:9]([F:18])=[C:10]([N:11]4[CH2:16][CH2:15][N:14]([CH3:17])[CH2:13][CH2:12]4)[C:5](=[C:6]23)[O:4][CH2:3]1)=[O:20].[OH2:27], predict the reactants needed to synthesize it. (3) Given the product [CH3:1][O:2][C:3](=[O:24])[CH:4]([NH:16][C:17](=[O:23])[CH:18]([NH:22][S:34]([C:29]1[CH:30]=[CH:31][CH:32]=[CH:33][C:28]=1[N+:25]([O-:27])=[O:26])(=[O:35])=[O:36])[CH2:19][O:20][CH3:21])[CH2:5][C:6]1[CH:15]=[CH:14][C:13]2[C:8](=[CH:9][CH:10]=[CH:11][CH:12]=2)[CH:7]=1, predict the reactants needed to synthesize it. The reactants are: [CH3:1][O:2][C:3](=[O:24])[CH:4]([NH:16][C:17](=[O:23])[CH:18]([NH2:22])[CH2:19][O:20][CH3:21])[CH2:5][C:6]1[CH:15]=[CH:14][C:13]2[C:8](=[CH:9][CH:10]=[CH:11][CH:12]=2)[CH:7]=1.[N+:25]([C:28]1[CH:33]=[CH:32][CH:31]=[CH:30][C:29]=1[S:34](Cl)(=[O:36])=[O:35])([O-:27])=[O:26].C(N(CC)CC)C.OS([O-])(=O)=O.[K+]. (4) Given the product [Cl:1][C:2]1[CH:7]=[CH:6][C:5]([CH2:8][O:14][CH2:12][CH3:13])=[CH:4][N:3]=1, predict the reactants needed to synthesize it. The reactants are: [Cl:1][C:2]1[CH:7]=[CH:6][C:5]([CH2:8]Cl)=[CH:4][N:3]=1.[H-].[Na+].[CH2:12]([OH:14])[CH3:13]. (5) Given the product [C:1]([C@:3]1([CH2:20][OH:21])[O:7][C@@H:6]([N:8]2[CH:16]=[C:14]([CH3:15])[C:12](=[O:13])[NH:11][C:9]2=[O:10])[CH2:5][C@@H:4]1[F:45])#[CH:2], predict the reactants needed to synthesize it. The reactants are: [C:1]([C@:3]1([CH2:20][O:21]C(C2C=CC=CC=2)(C2C=CC=CC=2)C2C=CC=C(OC)C=2OC)[O:7][C@@H:6]([N:8]2[CH:16]=[C:14]([CH3:15])[C:12](=[O:13])[NH:11][C:9]2=[O:10])[CH2:5][C@@H:4]1N=[N+]=[N-])#[CH:2].[F:45]C(F)(F)C(O)=O.[OH-].[NH4+]. (6) Given the product [CH2:11]([O:10][C:3]1[C:2]([B:13]2[O:17][C:16]([CH3:19])([CH3:18])[C:15]([CH3:21])([CH3:20])[O:14]2)=[CH:7][N:6]([CH3:8])[C:5](=[O:9])[CH:4]=1)[CH3:12], predict the reactants needed to synthesize it. The reactants are: Br[C:2]1[C:3]([O:10][CH2:11][CH3:12])=[CH:4][C:5](=[O:9])[N:6]([CH3:8])[CH:7]=1.[B:13]1([B:13]2[O:17][C:16]([CH3:19])([CH3:18])[C:15]([CH3:21])([CH3:20])[O:14]2)[O:17][C:16]([CH3:19])([CH3:18])[C:15]([CH3:21])([CH3:20])[O:14]1.C1(P(C2CCCCC2)C2C=CC=CC=2C2C(C(C)C)=CC(C(C)C)=CC=2C(C)C)CCCCC1.C([O-])(=O)C.[K+]. (7) Given the product [CH3:26][S:27]([OH:30])(=[O:29])=[O:28].[C:1]1([S:7]([C:10]2[C:19]3[C:14](=[CH:15][CH:16]=[CH:17][CH:18]=3)[C:13]([N:20]3[CH2:25][CH2:24][NH:23][CH2:22][CH2:21]3)=[CH:12][CH:11]=2)(=[O:9])=[O:8])[CH:2]=[CH:3][CH:4]=[CH:5][CH:6]=1, predict the reactants needed to synthesize it. The reactants are: [C:1]1([S:7]([C:10]2[C:19]3[C:14](=[CH:15][CH:16]=[CH:17][CH:18]=3)[C:13]([N:20]3[CH2:25][CH2:24][NH:23][CH2:22][CH2:21]3)=[CH:12][CH:11]=2)(=[O:9])=[O:8])[CH:6]=[CH:5][CH:4]=[CH:3][CH:2]=1.[CH3:26][S:27]([OH:30])(=[O:29])=[O:28].